This data is from Reaction yield outcomes from USPTO patents with 853,638 reactions. The task is: Predict the reaction yield, written as a fraction of the theoretical maximum amount of product (1.0 means a 100% yield; for example, 0.34 means a 34% yield). (1) The reactants are [N+:1]([C:4]1[CH:12]=[C:11]2[C:7]([CH:8]=[N:9][NH:10]2)=[CH:6][CH:5]=1)([O-:3])=[O:2].C(N(CC)CC)C.[CH3:20][C:21](OC(C)=O)=[O:22].C1OCCOCCOCCOCCOCCOC1. The catalyst is CN(C)C=O.O. The product is [N+:1]([C:4]1[CH:12]=[C:11]2[C:7]([CH:8]=[N:9][N:10]2[C:21](=[O:22])[CH3:20])=[CH:6][CH:5]=1)([O-:3])=[O:2]. The yield is 0.750. (2) The product is [C:33]([C:30]1[CH:31]=[CH:32][C:27]([CH2:26][C:25]([C:22]2[CH:23]=[CH:24][N:20]([C@@H:7]([C:8]([NH:10][C@H:11]([C:16](=[O:19])[NH:17][CH3:18])[C:12]([CH3:15])([CH3:13])[CH3:14])=[O:9])[CH2:6][C:5]([OH:36])=[O:4])[CH:21]=2)=[O:35])=[CH:28][CH:29]=1)#[N:34]. The yield is 0.940. The reactants are C([O:4][C:5](=[O:36])[CH2:6][C@@H:7]([N:20]1[CH:24]=[CH:23][C:22]([C:25](=[O:35])[CH2:26][C:27]2[CH:32]=[CH:31][C:30]([C:33]#[N:34])=[CH:29][CH:28]=2)=[CH:21]1)[C:8]([NH:10][C@H:11]([C:16](=[O:19])[NH:17][CH3:18])[C:12]([CH3:15])([CH3:14])[CH3:13])=[O:9])C=C.N1CCOCC1. The catalyst is C(#N)C.C1C=CC([P]([Pd]([P](C2C=CC=CC=2)(C2C=CC=CC=2)C2C=CC=CC=2)([P](C2C=CC=CC=2)(C2C=CC=CC=2)C2C=CC=CC=2)[P](C2C=CC=CC=2)(C2C=CC=CC=2)C2C=CC=CC=2)(C2C=CC=CC=2)C2C=CC=CC=2)=CC=1. (3) The reactants are [CH2:1]([N:8]1[CH:13]=[C:12]([Cl:14])[CH:11]=[C:10](Br)[C:9]1=[O:16])[C:2]1[CH:7]=[CH:6][CH:5]=[CH:4][CH:3]=1.[CH3:17][O:18][C:19](=[O:49])[C@H:20]([CH2:29][C:30]1[CH:35]=[CH:34][C:33]([Sn](CCCC)(CCCC)CCCC)=[CH:32][CH:31]=1)[NH:21][C:22]([O:24][C:25]([CH3:28])([CH3:27])[CH3:26])=[O:23]. The catalyst is CN(C=O)C.ClCCl.Cl[Pd](Cl)([P](C1C=CC=CC=1)(C1C=CC=CC=1)C1C=CC=CC=1)[P](C1C=CC=CC=1)(C1C=CC=CC=1)C1C=CC=CC=1. The product is [CH3:17][O:18][C:19](=[O:49])[C@H:20]([CH2:29][C:30]1[CH:31]=[CH:32][C:33]([C:10]2[C:9](=[O:16])[N:8]([CH2:1][C:2]3[CH:7]=[CH:6][CH:5]=[CH:4][CH:3]=3)[CH:13]=[C:12]([Cl:14])[CH:11]=2)=[CH:34][CH:35]=1)[NH:21][C:22]([O:24][C:25]([CH3:28])([CH3:26])[CH3:27])=[O:23]. The yield is 0.520. (4) The reactants are Br[C:2]1[N:7]=[CH:6][C:5]([NH2:8])=[CH:4][CH:3]=1.[F:9][C:10]1[CH:11]=[N:12][CH:13]=[C:14]([F:29])[C:15]=1[Sn](CCCC)(CCCC)CCCC. No catalyst specified. The product is [F:9][C:10]1[CH:11]=[N:12][CH:13]=[C:14]([F:29])[C:15]=1[C:2]1[CH:3]=[CH:4][C:5]([NH2:8])=[CH:6][N:7]=1. The yield is 0.500. (5) The reactants are C([O:8][C:9](=[O:17])[CH2:10][CH2:11][S:12][CH2:13][C:14](O)=[O:15])C1C=CC=CC=1.F[P-](F)(F)(F)(F)F.N1(O[P+](N(C)C)(N(C)C)N(C)C)C2C=CC=CC=2N=N1.C(N(CC)CC)C.[NH2:52][C:53]1[S:54][C:55]2[CH:61]=[CH:60][CH:59]=[CH:58][C:56]=2[N:57]=1. The catalyst is CN(C=O)C. The product is [S:54]1[C:55]2[CH:61]=[CH:60][CH:59]=[CH:58][C:56]=2[N:57]=[C:53]1[NH:52][C:14](=[O:15])[CH2:13][S:12][CH2:11][CH2:10][C:9]([OH:17])=[O:8]. The yield is 0.0550.